From a dataset of Clinical trial toxicity outcomes and FDA approval status for drugs. Regression/Classification. Given a drug SMILES string, predict its toxicity properties. Task type varies by dataset: regression for continuous values (e.g., LD50, hERG inhibition percentage) or binary classification for toxic/non-toxic outcomes (e.g., AMES mutagenicity, cardiotoxicity, hepatotoxicity). Dataset: clintox. (1) The molecule is Cc1ccc(N(CC2=[NH+]CCN2)c2cccc(O)c2)cc1. The result is 0 (passed clinical trial). (2) The molecule is NS(=O)(=O)c1cc2c(cc1Cl)NCNS2(=O)=O. The result is 0 (passed clinical trial). (3) The compound is O=C(Nc1ccc([N+](=O)[O-])cc1Cl)c1cc(Cl)ccc1O. The result is 0 (passed clinical trial). (4) The result is 0 (passed clinical trial). The compound is NC(=O)OCC(O)COc1ccc(Cl)cc1. (5) The compound is O=C([O-])[O-]. The result is 0 (passed clinical trial). (6) The result is 0 (passed clinical trial). The molecule is CCOC(=O)[C@H](CCc1ccccc1)[NH2+][C@H]1CCc2ccccc2N(CC(=O)[O-])C1=O. (7) The result is 1 (failed clinical trial for toxicity). The molecule is C=C1/C(=C\C=C2/CCC[C@@]3(C)[C@H]2CC[C@@H]3[C@H](C)CCCC(C)(C)O)C[C@@H](O)C[C@@H]1O.